This data is from Catalyst prediction with 721,799 reactions and 888 catalyst types from USPTO. The task is: Predict which catalyst facilitates the given reaction. (1) Product: [CH2:1]1[S:5][C@H:4]([CH2:6][OH:7])[O:3][C@@H:2]1[N:8]1[C:13](=[O:14])[N:12]=[C:11]([NH2:15])[CH:10]=[CH:9]1. Reactant: [CH2:1]1[S:5][C@H:4]([CH2:6][OH:7])[O:3][C@@H:2]1[N:8]1[C:13](=[O:14])[N:12]=[C:11]([NH2:15])[CH:10]=[CH:9]1.C1C=C(C(O)=O)C(O)=CC=1.C(OCC)(=O)C.O. The catalyst class is: 66. (2) Reactant: [CH3:1][C:2]1([CH3:17])[CH2:6][C@H:5]([CH3:7])[CH2:4][N:3]1[C:8]1[N:16]=[CH:15][CH:14]=[CH:13][C:9]=1[C:10]([OH:12])=O.Cl[S:19]([N:22]=C=O)(=[O:21])=[O:20].[N:25]1([C:31]([O:33][CH2:34][C:35]2[CH:40]=[CH:39][CH:38]=[CH:37][CH:36]=2)=[O:32])[CH2:30][CH2:29][NH:28][CH2:27][CH2:26]1.N1C=CC=CC=1. Product: [CH3:17][C:2]1([CH3:1])[CH2:6][C@H:5]([CH3:7])[CH2:4][N:3]1[C:8]1[N:16]=[CH:15][CH:14]=[CH:13][C:9]=1[C:10]([NH:22][S:19]([N:28]1[CH2:29][CH2:30][N:25]([C:31]([O:33][CH2:34][C:35]2[CH:40]=[CH:39][CH:38]=[CH:37][CH:36]=2)=[O:32])[CH2:26][CH2:27]1)(=[O:21])=[O:20])=[O:12]. The catalyst class is: 4. (3) Reactant: [Cl:1][C:2]1[CH:3]=[C:4]([S:9][CH3:10])[CH:5]=[C:6]([Cl:8])[CH:7]=1.[Li]CCCC.CN([CH:19]=[O:20])C. Product: [Cl:8][C:6]1[CH:5]=[C:4]([S:9][CH3:10])[CH:3]=[C:2]([Cl:1])[C:7]=1[CH:19]=[O:20]. The catalyst class is: 1. (4) Reactant: [CH3:1][O:2][C:3]1[CH:8]=[C:7]([N+:9]([O-])=O)[CH:6]=[CH:5][C:4]=1[C:12]1[S:13][C:14]2[CH:20]=[C:19]([O:21][CH3:22])[CH:18]=[CH:17][C:15]=2[N:16]=1.O.O.[Sn](Cl)Cl. Product: [NH2:9][C:7]1[CH:6]=[CH:5][C:4]([C:12]2[S:13][C:14]3[CH:20]=[C:19]([O:21][CH3:22])[CH:18]=[CH:17][C:15]=3[N:16]=2)=[C:3]([O:2][CH3:1])[CH:8]=1. The catalyst class is: 14. (5) Reactant: [C:1]([O:7][CH2:8][N:9]1[C:13]2[N:14]=[CH:15][N:16]=[C:17]([C:18]3[CH:19]=[N:20][N:21]([C@@H:23]([CH:27]4[CH2:31][CH2:30][CH2:29][CH2:28]4)[CH2:24][CH:25]=O)[CH:22]=3)[C:12]=2[CH:11]=[CH:10]1)(=[O:6])[C:2]([CH3:5])([CH3:4])[CH3:3].O1CCCC1.[OH-].[NH4+:38].II. Product: [C:1]([O:7][CH2:8][N:9]1[C:13]2[N:14]=[CH:15][N:16]=[C:17]([C:18]3[CH:19]=[N:20][N:21]([C@@H:23]([CH:27]4[CH2:31][CH2:30][CH2:29][CH2:28]4)[CH2:24][C:25]#[N:38])[CH:22]=3)[C:12]=2[CH:11]=[CH:10]1)(=[O:6])[C:2]([CH3:4])([CH3:5])[CH3:3]. The catalyst class is: 6. (6) Reactant: [CH3:1][O:2][C:3](=[O:15])[C@H:4]([NH2:14])[CH2:5][O:6][CH2:7][C:8]1[CH:13]=[CH:12][CH:11]=[CH:10][CH:9]=1.C(O)(=O)C.[F:20][C:21]1[CH:28]=[CH:27][C:24]([CH:25]=O)=[CH:23][CH:22]=1.C([BH3-])#N.[Na+]. Product: [CH3:1][O:2][C:3](=[O:15])[C@H:4]([NH:14][CH2:25][C:24]1[CH:27]=[CH:28][C:21]([F:20])=[CH:22][CH:23]=1)[CH2:5][O:6][CH2:7][C:8]1[CH:13]=[CH:12][CH:11]=[CH:10][CH:9]=1. The catalyst class is: 125. (7) Reactant: N#N.C[O:4][C:5]1[CH:6]=[C:7]([C:15]2[C:16]([C:21]([NH:23][C:24]3[CH:29]=[CH:28][CH:27]=[CH:26][C:25]=3[C:30]3[S:34][C:33]([CH2:35][C:36]([OH:38])=[O:37])=[CH:32][CH:31]=3)=[O:22])=[CH:17][CH:18]=[CH:19][CH:20]=2)[CH:8]=[C:9]([O:13]C)[C:10]=1[O:11]C.B(Br)(Br)Br.O. Product: [OH:4][C:5]1[CH:6]=[C:7]([C:15]2[C:16]([C:21]([NH:23][C:24]3[CH:29]=[CH:28][CH:27]=[CH:26][C:25]=3[C:30]3[S:34][C:33]([CH2:35][C:36]([OH:38])=[O:37])=[CH:32][CH:31]=3)=[O:22])=[CH:17][CH:18]=[CH:19][CH:20]=2)[CH:8]=[C:9]([OH:13])[C:10]=1[OH:11]. The catalyst class is: 2. (8) Reactant: [C:1]([NH:5][CH2:6][C:7]1[N:16]=[CH:15][C:14]2[CH2:13][N:12]([C:17]3[C:22]([F:23])=[C:21]([O:24][CH3:25])[CH:20]=[C:19]([O:26][CH3:27])[C:18]=3[F:28])[C:11](=[O:29])[N:10]([CH2:30][CH:31]3[CH2:36][CH2:35][N:34](C(OC(C)(C)C)=O)[CH2:33][CH2:32]3)[C:9]=2[CH:8]=1)(=[O:4])[CH:2]=[CH2:3].[C:44]([OH:50])([C:46]([F:49])([F:48])[F:47])=[O:45]. Product: [F:23][C:22]1[C:21]([O:24][CH3:25])=[CH:20][C:19]([O:26][CH3:27])=[C:18]([F:28])[C:17]=1[N:12]1[CH2:13][C:14]2[CH:15]=[N:16][C:7]([CH2:6][NH:5][C:1](=[O:4])[CH:2]=[CH2:3])=[CH:8][C:9]=2[N:10]([CH2:30][CH:31]2[CH2:36][CH2:35][NH:34][CH2:33][CH2:32]2)[C:11]1=[O:29].[C:44]([OH:50])([C:46]([F:49])([F:48])[F:47])=[O:45]. The catalyst class is: 2. (9) The catalyst class is: 58. Reactant: Cl[C:2]1[C:3]([C:16]2[CH:21]=[CH:20][C:19]([F:22])=[CH:18][CH:17]=2)=[N:4][C:5]2[C:10]([N:11]=1)=[CH:9][C:8]([C:12]([O:14][CH3:15])=[O:13])=[CH:7][CH:6]=2.[NH2:23][CH:24]1[CH2:29][CH2:28][N:27]([C:30]([O:32][C:33]([CH3:36])([CH3:35])[CH3:34])=[O:31])[CH2:26][CH2:25]1.CCN(C(C)C)C(C)C. Product: [C:33]([O:32][C:30]([N:27]1[CH2:28][CH2:29][CH:24]([NH:23][C:2]2[C:3]([C:16]3[CH:21]=[CH:20][C:19]([F:22])=[CH:18][CH:17]=3)=[N:4][C:5]3[C:10]([N:11]=2)=[CH:9][C:8]([C:12]([O:14][CH3:15])=[O:13])=[CH:7][CH:6]=3)[CH2:25][CH2:26]1)=[O:31])([CH3:36])([CH3:34])[CH3:35].